From a dataset of TCR-epitope binding with 47,182 pairs between 192 epitopes and 23,139 TCRs. Binary Classification. Given a T-cell receptor sequence (or CDR3 region) and an epitope sequence, predict whether binding occurs between them. The epitope is LLWNGPMAV. The TCR CDR3 sequence is CASSVAKGGHSDDGYTF. Result: 1 (the TCR binds to the epitope).